This data is from Reaction yield outcomes from USPTO patents with 853,638 reactions. The task is: Predict the reaction yield, written as a fraction of the theoretical maximum amount of product (1.0 means a 100% yield; for example, 0.34 means a 34% yield). (1) The reactants are [Cl:1][C:2]1[C:3]([F:32])=[C:4]([CH:29]=[CH:30][CH:31]=1)[NH:5][C:6]1[C:15]2[C:10](=[CH:11][C:12]([O:27][CH3:28])=[C:13]([O:16][CH2:17][C@@H:18]3[CH2:22][CH2:21][CH2:20][N:19]3[C:23](=[O:26])[CH2:24]Cl)[CH:14]=2)[N:9]=[CH:8][N:7]=1.[I-].[K+].[NH:35]1[CH2:40][CH2:39][O:38][CH2:37][CH2:36]1. No catalyst specified. The product is [Cl:1][C:2]1[C:3]([F:32])=[C:4]([CH:29]=[CH:30][CH:31]=1)[NH:5][C:6]1[C:15]2[C:10](=[CH:11][C:12]([O:27][CH3:28])=[C:13]([O:16][CH2:17][C@@H:18]3[CH2:22][CH2:21][CH2:20][N:19]3[C:23](=[O:26])[CH2:24][N:35]3[CH2:40][CH2:39][O:38][CH2:37][CH2:36]3)[CH:14]=2)[N:9]=[CH:8][N:7]=1. The yield is 0.440. (2) The reactants are Cl[C:2]1[C:7]([N+:8]([O-:10])=[O:9])=[C:6]([Cl:11])[N:5]=[C:4]([S:12][CH2:13][CH2:14][CH3:15])[N:3]=1.[NH2:16][C@H:17]1[C@@H:21]2[O:22][C:23]([CH3:26])([CH3:25])[O:24][C@@H:20]2[C@@H:19]([O:27][CH2:28][CH2:29][OH:30])[CH2:18]1.O.C(OCC)(=O)C. The catalyst is O1CCCC1. The product is [Cl:11][C:6]1[N:5]=[C:4]([S:12][CH2:13][CH2:14][CH3:15])[N:3]=[C:2]([NH:16][C@H:17]2[C@@H:21]3[O:22][C:23]([CH3:25])([CH3:26])[O:24][C@@H:20]3[C@@H:19]([O:27][CH2:28][CH2:29][OH:30])[CH2:18]2)[C:7]=1[N+:8]([O-:10])=[O:9]. The yield is 0.450. (3) The reactants are [F:1][C:2]1[CH:7]=[CH:6][C:5]([C:8]2[C:9]([C:19]3[CH:24]=[CH:23][CH:22]=[C:21]([CH3:25])[N:20]=3)=[N:10][N:11]([S:13]([N:16]([CH3:18])[CH3:17])(=[O:15])=[O:14])[CH:12]=2)=[CH:4][C:3]=1B1OC(C)(C)C(C)(C)O1.Br[C:36]1[CH:40]=[CH:39][N:38]([C:41]([O:43][C:44]([CH3:47])([CH3:46])[CH3:45])=[O:42])[CH:37]=1.O. The catalyst is COCCOC. The product is [CH3:18][N:16]([CH3:17])[S:13]([N:11]1[CH:12]=[C:8]([C:5]2[CH:6]=[CH:7][C:2]([F:1])=[C:3]([C:40]3[CH:36]=[CH:37][N:38]([C:41]([O:43][C:44]([CH3:47])([CH3:46])[CH3:45])=[O:42])[CH:39]=3)[CH:4]=2)[C:9]([C:19]2[CH:24]=[CH:23][CH:22]=[C:21]([CH3:25])[N:20]=2)=[N:10]1)(=[O:15])=[O:14]. The yield is 0.570. (4) The reactants are BrC1C=CC(S(O[CH2:12][C@@H:13]2[O:27][C:17]3=[C:18]4[C:23](=[CH:24][CH:25]=[C:16]3[O:15][CH2:14]2)[N:22]=[C:21]([CH3:26])[CH:20]=[CH:19]4)(=O)=O)=CC=1.[CH3:28][O:29][C:30]1[CH:31]=[C:32]([N:36]2[CH2:41][CH2:40][NH:39][CH2:38][CH2:37]2)[CH:33]=[CH:34][CH:35]=1. The catalyst is CS(C)=O.C(=O)(O)[O-].[Na+]. The product is [CH3:28][O:29][C:30]1[CH:31]=[C:32]([N:36]2[CH2:41][CH2:40][N:39]([CH2:12][C@@H:13]3[O:27][C:17]4=[C:18]5[C:23](=[CH:24][CH:25]=[C:16]4[O:15][CH2:14]3)[N:22]=[C:21]([CH3:26])[CH:20]=[CH:19]5)[CH2:38][CH2:37]2)[CH:33]=[CH:34][CH:35]=1. The yield is 0.880. (5) The reactants are [F:1][C:2]1([F:12])[O:6][C:5]2[CH:7]=[CH:8][CH:9]=[C:10]([NH2:11])[C:4]=2[O:3]1.[C:13]([O:17][C:18](=[O:26])[N:19]([CH2:23][CH2:24]Cl)[CH2:20][CH2:21]Cl)([CH3:16])([CH3:15])[CH3:14].[H-].[Na+]. The catalyst is CN(C=O)C. The product is [C:13]([O:17][C:18]([N:19]1[CH2:23][CH2:24][N:11]([C:10]2[C:4]3[O:3][C:2]([F:1])([F:12])[O:6][C:5]=3[CH:7]=[CH:8][CH:9]=2)[CH2:21][CH2:20]1)=[O:26])([CH3:16])([CH3:15])[CH3:14]. The yield is 0.220. (6) The reactants are Br[CH2:2][CH2:3][CH:4]=[C:5]1[C:11]2[CH:12]=[CH:13][CH:14]=[CH:15][C:10]=2[CH2:9][CH2:8][C:7]2[CH:16]=[CH:17][CH:18]=[CH:19][C:6]1=2.[N-:20]=[N+:21]=[N-:22].[Na+].[Na+].[Cl-]. The catalyst is CN(C=O)C. The product is [N:20]([CH2:2][CH2:3][CH:4]=[C:5]1[C:11]2[CH:12]=[CH:13][CH:14]=[CH:15][C:10]=2[CH2:9][CH2:8][C:7]2[CH:16]=[CH:17][CH:18]=[CH:19][C:6]1=2)=[N+:21]=[N-:22]. The yield is 0.720. (7) The reactants are [C:1]([C:5]1[O:9][C:8]([NH:10][C:11]2[CH:16]=[CH:15][C:14]([C:17]3[CH:22]=[CH:21][C:20]([C:23]45[O:29][C:26]([CH2:30][CH2:31][C:32]([O:34]C)=[O:33])([CH2:27][CH2:28]4)[CH2:25][CH2:24]5)=[CH:19][CH:18]=3)=[CH:13][CH:12]=2)=[N:7][N:6]=1)([CH3:4])([CH3:3])[CH3:2].[OH-].[Na+]. The catalyst is C1COCC1.CO. The product is [C:1]([C:5]1[O:9][C:8]([NH:10][C:11]2[CH:12]=[CH:13][C:14]([C:17]3[CH:22]=[CH:21][C:20]([C:23]45[O:29][C:26]([CH2:30][CH2:31][C:32]([OH:34])=[O:33])([CH2:27][CH2:28]4)[CH2:25][CH2:24]5)=[CH:19][CH:18]=3)=[CH:15][CH:16]=2)=[N:7][N:6]=1)([CH3:4])([CH3:2])[CH3:3]. The yield is 0.860.